This data is from Full USPTO retrosynthesis dataset with 1.9M reactions from patents (1976-2016). The task is: Predict the reactants needed to synthesize the given product. (1) Given the product [C:1]([O:5][C:6]([N:8]1[CH2:13][CH2:12][N:11]([C:14]2[O:15][C:16]3[C:22]([O:23][CH:29]4[CH2:34][CH2:33][CH2:32][CH2:31][CH2:30]4)=[CH:21][C:20]([Cl:24])=[CH:19][C:17]=3[N:18]=2)[C@@H:10]([CH3:25])[CH2:9]1)=[O:7])([CH3:4])([CH3:2])[CH3:3], predict the reactants needed to synthesize it. The reactants are: [C:1]([O:5][C:6]([N:8]1[CH2:13][CH2:12][N:11]([C:14]2[O:15][C:16]3[C:22]([OH:23])=[CH:21][C:20]([Cl:24])=[CH:19][C:17]=3[N:18]=2)[C@@H:10]([CH3:25])[CH2:9]1)=[O:7])([CH3:4])([CH3:3])[CH3:2].[Br-].[NH4+].Br[CH:29]1[CH2:34][CH2:33][CH2:32][CH2:31][CH2:30]1.[OH-].[K+].[Br-].C([N+](C)(C)C)(=O)C. (2) Given the product [Cl:26][C:27]1[CH:32]=[CH:31][CH:30]=[CH:29][C:28]=1[C:33]([NH:35][C:36]([NH:20][C:19]1[CH:21]=[CH:22][C:16]([O:15][C:6]2[C:5]3[C:10](=[CH:11][C:12]([O:13][CH3:14])=[C:3]([O:2][CH3:1])[CH:4]=3)[N:9]=[CH:8][CH:7]=2)=[CH:17][CH:18]=1)=[S:37])=[O:34], predict the reactants needed to synthesize it. The reactants are: [CH3:1][O:2][C:3]1[CH:4]=[C:5]2[C:10](=[CH:11][C:12]=1[O:13][CH3:14])[N:9]=[CH:8][CH:7]=[C:6]2[O:15][C:16]1[CH:22]=[CH:21][C:19]([NH2:20])=[CH:18][CH:17]=1.C(O)C.[Cl:26][C:27]1[CH:32]=[CH:31][CH:30]=[CH:29][C:28]=1[C:33]([N:35]=[C:36]=[S:37])=[O:34]. (3) Given the product [CH:23]1[C:32]2[C:27](=[CH:28][CH:29]=[CH:30][CH:31]=2)[CH:26]=[CH:25][C:24]=1[C:33]1[C:46]2[C:41](=[CH:42][CH:43]=[CH:44][CH:45]=2)[C:40]([C:2]2[CH:7]=[CH:6][C:5]([C:8]3[N:12]([C:13]4[CH:14]=[CH:15][CH:16]=[CH:17][CH:18]=4)[C:11]4[CH:19]=[CH:20][CH:21]=[CH:22][C:10]=4[N:9]=3)=[CH:4][CH:3]=2)=[C:39]2[C:34]=1[CH:35]=[CH:36][CH:37]=[CH:38]2, predict the reactants needed to synthesize it. The reactants are: Br[C:2]1[CH:7]=[CH:6][C:5]([C:8]2[N:12]([C:13]3[CH:18]=[CH:17][CH:16]=[CH:15][CH:14]=3)[C:11]3[CH:19]=[CH:20][CH:21]=[CH:22][C:10]=3[N:9]=2)=[CH:4][CH:3]=1.[CH:23]1[C:32]2[C:27](=[CH:28][CH:29]=[CH:30][CH:31]=2)[CH:26]=[CH:25][C:24]=1[C:33]1[C:46]2[C:41](=[CH:42][CH:43]=[CH:44][CH:45]=2)[C:40](B(O)O)=[C:39]2[C:34]=1[CH:35]=[CH:36][CH:37]=[CH:38]2.C(=O)([O-])[O-].[Na+].[Na+].